From a dataset of Full USPTO retrosynthesis dataset with 1.9M reactions from patents (1976-2016). Predict the reactants needed to synthesize the given product. Given the product [Br:2][C:3]1[CH:4]=[C:5]([CH:8]=[CH:9][CH:10]=1)[CH2:6][N:7]1[Si:15]([CH3:17])([CH3:16])[CH2:14][CH2:13][Si:12]1([CH3:20])[CH3:19], predict the reactants needed to synthesize it. The reactants are: Cl.[Br:2][C:3]1[CH:4]=[C:5]([CH:8]=[CH:9][CH:10]=1)[CH2:6][NH2:7].Cl[Si:12]([CH3:20])([CH3:19])[CH2:13][CH2:14][Si:15](Cl)([CH3:17])[CH3:16].